This data is from CYP1A2 inhibition data for predicting drug metabolism from PubChem BioAssay. The task is: Regression/Classification. Given a drug SMILES string, predict its absorption, distribution, metabolism, or excretion properties. Task type varies by dataset: regression for continuous measurements (e.g., permeability, clearance, half-life) or binary classification for categorical outcomes (e.g., BBB penetration, CYP inhibition). Dataset: cyp1a2_veith. (1) The drug is O=C(Nc1ncc(Cc2cccc(Cl)c2)s1)c1cccs1. The result is 1 (inhibitor). (2) The molecule is CC12CCC(C(=O)N(NC(=O)c3ccc(O)cc3)C1=O)C2(C)C. The result is 0 (non-inhibitor). (3) The result is 0 (non-inhibitor). The compound is O=C(CN1C(=O)c2ccccc2S1(=O)=O)Nc1ccccc1. (4) The compound is CCC1CC(CSc2ncn[nH]2)OC1=O. The result is 0 (non-inhibitor). (5) The drug is O=C(NCc1ccco1)c1ccc(N2CCCC2=O)cc1. The result is 1 (inhibitor). (6) The result is 1 (inhibitor). The drug is CC(C)=CCC/C(C)=C/CC/C(C)=C/CSc1ccccc1C(=O)O. (7) The compound is COc1cccc(-c2nccc(NC3CCNCC3)n2)c1. The result is 1 (inhibitor).